Dataset: HIV replication inhibition screening data with 41,000+ compounds from the AIDS Antiviral Screen. Task: Binary Classification. Given a drug SMILES string, predict its activity (active/inactive) in a high-throughput screening assay against a specified biological target. (1) The compound is Clc1cc2nnn(C3CCCO3)c2cc1Cl. The result is 0 (inactive). (2) The molecule is CCCCn1cnnc1NS(=O)(=O)c1cc(C)c(Cl)cc1SCC(=O)O. The result is 0 (inactive).